From a dataset of Full USPTO retrosynthesis dataset with 1.9M reactions from patents (1976-2016). Predict the reactants needed to synthesize the given product. (1) Given the product [NH:8]1[CH2:9][CH2:10][CH:11]([C:14]2[C:15](=[O:24])[NH:16][C:17]3[C:22]([CH:23]=2)=[CH:21][CH:20]=[CH:19][CH:18]=3)[CH2:12][CH2:13]1, predict the reactants needed to synthesize it. The reactants are: C([N:8]1[CH2:13][CH:12]=[C:11]([C:14]2[C:15](=[O:24])[NH:16][C:17]3[C:22]([CH:23]=2)=[CH:21][CH:20]=[CH:19][CH:18]=3)[CH2:10][CH2:9]1)C1C=CC=CC=1.[H][H]. (2) Given the product [CH2:3]([O:5][C:6](=[O:12])[CH2:7][NH:8][CH2:9][CH2:10][NH:11][S:27]([C:25]1[S:26][C:22]([C:17]2[CH:18]=[CH:19][CH:20]=[CH:21][C:16]=2[N+:13]([O-:15])=[O:14])=[N:23][N:24]=1)(=[O:28])=[O:29])[CH3:4], predict the reactants needed to synthesize it. The reactants are: Cl.Cl.[CH2:3]([O:5][C:6](=[O:12])[CH2:7][NH:8][CH2:9][CH2:10][NH2:11])[CH3:4].[N+:13]([C:16]1[CH:21]=[CH:20][CH:19]=[CH:18][C:17]=1[C:22]1[S:26][C:25]([S:27](Cl)(=[O:29])=[O:28])=[N:24][N:23]=1)([O-:15])=[O:14]. (3) Given the product [C:53]([C:54]1[CH:55]=[CH:56][C:57]([O:49][CH2:48][CH2:47][CH2:46][CH2:45][C:44]([C:41]2[CH:40]=[CH:39][C:38]([CH2:37][C@H:36]([O:50][CH3:51])[C:35]([OH:34])=[O:52])=[CH:43][CH:42]=2)=[O:22])=[CH:58][CH:59]=1)(=[O:60])[C:61]1[CH:62]=[CH:63][CH:64]=[CH:65][CH:66]=1, predict the reactants needed to synthesize it. The reactants are: C1(P(C2C=CC=CC=2)C2C=CC=CC=2)C=CC=CC=1.CC[O:22]C(/N=N/C(OCC)=O)=O.C([O:34][C:35](=[O:52])[C@@H:36]([O:50][CH3:51])[CH2:37][C:38]1[CH:43]=[CH:42][C:41]([C:44]#[C:45][CH2:46][CH2:47][CH2:48][OH:49])=[CH:40][CH:39]=1)C.[C:53]([C:61]1[CH:66]=[CH:65][C:64](O)=[CH:63][CH:62]=1)(=[O:60])[C:54]1[CH:59]=[CH:58][CH:57]=[CH:56][CH:55]=1. (4) The reactants are: C(NC(C)C)(C)C.C([Li])CCC.[CH3:13][C:14]1[CH:18]=[C:17]([Si:19]([CH3:22])([CH3:21])[CH3:20])[S:16][C:15]=1[C:23]([OH:25])=[O:24].[CH2:26]=[O:27].Cl. Given the product [OH:27][CH2:26][CH2:13][C:14]1[CH:18]=[C:17]([Si:19]([CH3:20])([CH3:21])[CH3:22])[S:16][C:15]=1[C:23]([OH:25])=[O:24], predict the reactants needed to synthesize it. (5) Given the product [Cl:2][C:3]1[CH:15]=[CH:14][CH:13]=[CH:12][C:4]=1[O:5][CH2:6][CH:7]1[CH2:11][CH2:10][N:9]([C:25]([NH:24][C:19]2[CH:18]=[C:17]([CH3:16])[CH:22]=[C:21]([CH3:23])[N:20]=2)=[O:26])[CH2:8]1, predict the reactants needed to synthesize it. The reactants are: Cl.[Cl:2][C:3]1[CH:15]=[CH:14][CH:13]=[CH:12][C:4]=1[O:5][CH2:6][CH:7]1[CH2:11][CH2:10][NH:9][CH2:8]1.[CH3:16][C:17]1[CH:22]=[C:21]([CH3:23])[N:20]=[C:19]([NH:24][C:25](=O)[O:26]C2C=CC=CC=2)[CH:18]=1.